From a dataset of Reaction yield outcomes from USPTO patents with 853,638 reactions. Predict the reaction yield, written as a fraction of the theoretical maximum amount of product (1.0 means a 100% yield; for example, 0.34 means a 34% yield). (1) The product is [I:1][C:2]1[N:7]([CH2:8][CH2:9][O:10][CH3:11])[C:6]([S:12][CH3:14])=[N:5][C:4](=[O:13])[CH:3]=1. The yield is 0.430. The catalyst is CC#N. The reactants are [I:1][C:2]1[N:7]([CH2:8][CH2:9][O:10][CH3:11])[C:6](=[S:12])[NH:5][C:4](=[O:13])[CH:3]=1.[CH:14](N(C(C)C)CC)(C)C.IC. (2) The reactants are [Cl:1][C:2]1[CH:7]=[CH:6][C:5]([CH2:8][NH:9][C@@H:10]([C:12]2[CH:17]=[CH:16][CH:15]=[C:14]([Cl:18])[CH:13]=2)[CH3:11])=[CH:4][C:3]=1[OH:19].C1(P(C2C=CC=CC=2)C2C=CC=CC=2)C=CC=CC=1.N(C(OC(C)C)=O)=NC(OC(C)C)=O.[N:53]1[CH:58]=[CH:57][CH:56]=[CH:55][C:54]=1[CH:59](O)[CH3:60]. The catalyst is C1COCC1. The product is [Cl:1][C:2]1[CH:7]=[CH:6][C:5]([CH2:8][NH:9][C@@H:10]([C:12]2[CH:17]=[CH:16][CH:15]=[C:14]([Cl:18])[CH:13]=2)[CH3:11])=[CH:4][C:3]=1[O:19][CH:59]([C:54]1[CH:55]=[CH:56][CH:57]=[CH:58][N:53]=1)[CH3:60]. The yield is 0.380. (3) The reactants are [Br-].C(O[P+](OCC)(OCC)[CH2:6][C:7]1[CH:12]=[CH:11][C:10]([C:13]([F:16])([F:15])[F:14])=[CH:9][CH:8]=1)C.C1OCCOCCOCCOCCOC1.[H-].[Na+].[C:40]([N:47]1[CH2:52][CH2:51][C:50](=O)[CH2:49][CH2:48]1)([O:42][C:43]([CH3:46])([CH3:45])[CH3:44])=[O:41]. The catalyst is C1COCC1. The product is [F:16][C:13]([F:14])([F:15])[C:10]1[CH:9]=[CH:8][C:7]([CH:6]=[C:50]2[CH2:51][CH2:52][N:47]([C:40]([O:42][C:43]([CH3:46])([CH3:45])[CH3:44])=[O:41])[CH2:48][CH2:49]2)=[CH:12][CH:11]=1. The yield is 0.840. (4) The reactants are [C:1]([O:5][C:6]([N:8]1[CH2:13][CH2:12][N:11]([C:14]2[C:19]([N+:20]([O-:22])=[O:21])=[CH:18][C:17]([Br:23])=[CH:16][C:15]=2[C:24](OCC)=[O:25])[CH2:10][CH2:9]1)=[O:7])([CH3:4])([CH3:3])[CH3:2].[H-].C([Al+]CC(C)C)C(C)C. The catalyst is C1COCC1. The product is [C:1]([O:5][C:6]([N:8]1[CH2:9][CH2:10][N:11]([C:14]2[C:19]([N+:20]([O-:22])=[O:21])=[CH:18][C:17]([Br:23])=[CH:16][C:15]=2[CH2:24][OH:25])[CH2:12][CH2:13]1)=[O:7])([CH3:4])([CH3:2])[CH3:3]. The yield is 0.280. (5) The reactants are Br[C:2]1[CH:11]=[CH:10][CH:9]=[C:8]2[C:3]=1[CH2:4][CH2:5][CH2:6][C:7]2=[O:12].C(=O)([O-])[O-].[Na+].[Na+].[F:19][C:20]([F:31])([F:30])[C:21]1[CH:22]=[C:23](B(O)O)[CH:24]=[CH:25][CH:26]=1. The catalyst is C1(C)C=CC=CC=1.C(O)C.[Pd].C1(P(C2C=CC=CC=2)C2C=CC=CC=2)C=CC=CC=1.C1(P(C2C=CC=CC=2)C2C=CC=CC=2)C=CC=CC=1.C1(P(C2C=CC=CC=2)C2C=CC=CC=2)C=CC=CC=1.C1(P(C2C=CC=CC=2)C2C=CC=CC=2)C=CC=CC=1. The product is [F:19][C:20]([F:31])([F:30])[C:21]1[CH:26]=[C:25]([C:2]2[CH:11]=[CH:10][CH:9]=[C:8]3[C:3]=2[CH2:4][CH2:5][CH2:6][C:7]3=[O:12])[CH:24]=[CH:23][CH:22]=1. The yield is 0.990. (6) The reactants are [O:1]1[C:5]2[CH:6]=[CH:7][CH:8]=[CH:9][C:4]=2[CH:3]=[C:2]1[C:10]1[C:18]2[C:13](=[CH:14][CH:15]=[C:16]([C:19](O)=[O:20])[CH:17]=2)[N:12](C2CCCCO2)[N:11]=1.F[P-](F)(F)(F)(F)F.N1(OC(N(C)C)=[N+](C)C)C2C=CC=CC=2N=N1.[CH3:52][N:53]([CH3:58])[CH2:54][CH2:55][CH2:56][NH2:57]. No catalyst specified. The product is [O:1]1[C:5]2[CH:6]=[CH:7][CH:8]=[CH:9][C:4]=2[CH:3]=[C:2]1[C:10]1[C:18]2[C:13](=[CH:14][CH:15]=[C:16]([C:19]([NH:57][CH2:56][CH2:55][CH2:54][N:53]([CH3:58])[CH3:52])=[O:20])[CH:17]=2)[NH:12][N:11]=1. The yield is 0.340.